This data is from Full USPTO retrosynthesis dataset with 1.9M reactions from patents (1976-2016). The task is: Predict the reactants needed to synthesize the given product. (1) Given the product [O:1]1[C:5]([NH:6][C:7]([N:29]2[CH2:30][CH2:31][N:26]([C:23]3[S:24][CH:25]=[C:21]([C:15]4[CH:20]=[CH:19][CH:18]=[CH:17][CH:16]=4)[N:22]=3)[CH2:27][CH2:28]2)=[O:14])=[CH:4][CH:3]=[N:2]1, predict the reactants needed to synthesize it. The reactants are: [O:1]1[C:5]([NH:6][C:7](=[O:14])OCC(Cl)(Cl)Cl)=[CH:4][CH:3]=[N:2]1.[C:15]1([C:21]2[N:22]=[C:23]([N:26]3[CH2:31][CH2:30][NH:29][CH2:28][CH2:27]3)[S:24][CH:25]=2)[CH:20]=[CH:19][CH:18]=[CH:17][CH:16]=1.C(N(C(C)C)CC)(C)C.CS(C)=O. (2) Given the product [NH2:1][C:4]1[CH:13]=[CH:12][CH:11]=[C:10]2[C:5]=1[CH:6]=[CH:7][N:8]([C@H:15]([CH3:19])[C:16]([NH2:18])=[O:17])[C:9]2=[O:14], predict the reactants needed to synthesize it. The reactants are: [N+:1]([C:4]1[CH:13]=[CH:12][CH:11]=[C:10]2[C:5]=1[CH:6]=[CH:7][N:8]([C@H:15]([CH3:19])[C:16]([NH2:18])=[O:17])[C:9]2=[O:14])([O-])=O.CO. (3) Given the product [F:1][C:2]1[CH:40]=[CH:39][CH:38]=[C:37]([C:41]([F:42])([F:43])[F:44])[C:3]=1[CH2:4][N:5]1[C:10]2[CH2:11][O:12][C:13]3([CH2:14][CH2:15][N:16]([CH2:49][C:48]4[CH:51]=[CH:52][CH:53]=[C:46]([F:45])[CH:47]=4)[CH2:17][CH2:18]3)[C:9]=2[C:8](=[O:19])[N:7]([CH2:20][C@H:21]([NH:28][C:29](=[O:35])[O:30][C:31]([CH3:34])([CH3:33])[CH3:32])[C:22]2[CH:23]=[CH:24][CH:25]=[CH:26][CH:27]=2)[C:6]1=[O:36], predict the reactants needed to synthesize it. The reactants are: [F:1][C:2]1[CH:40]=[CH:39][CH:38]=[C:37]([C:41]([F:44])([F:43])[F:42])[C:3]=1[CH2:4][N:5]1[C:10]2[CH2:11][O:12][C:13]3([CH2:18][CH2:17][NH:16][CH2:15][CH2:14]3)[C:9]=2[C:8](=[O:19])[N:7]([CH2:20][C@H:21]([NH:28][C:29](=[O:35])[O:30][C:31]([CH3:34])([CH3:33])[CH3:32])[C:22]2[CH:27]=[CH:26][CH:25]=[CH:24][CH:23]=2)[C:6]1=[O:36].[F:45][C:46]1[CH:47]=[C:48]([CH:51]=[CH:52][CH:53]=1)[CH2:49]Br.C(N(CC)C(C)C)(C)C. (4) Given the product [N:29]1[CH:34]=[CH:33][CH:32]=[C:31]([C:2]2[CH:3]=[C:4]3[C:8](=[CH:9][CH:10]=2)[N:7]([CH:11]2[CH2:16][CH2:15][CH2:14][CH2:13][O:12]2)[N:6]=[C:5]3[C:17]([O:19][CH3:20])=[O:18])[CH:30]=1, predict the reactants needed to synthesize it. The reactants are: Br[C:2]1[CH:3]=[C:4]2[C:8](=[CH:9][CH:10]=1)[N:7]([CH:11]1[CH2:16][CH2:15][CH2:14][CH2:13][O:12]1)[N:6]=[C:5]2[C:17]([O:19][CH3:20])=[O:18].[O-]P([O-])([O-])=O.[K+].[K+].[K+].[N:29]1[CH:34]=[CH:33][CH:32]=[C:31](B(O)O)[CH:30]=1.